This data is from Full USPTO retrosynthesis dataset with 1.9M reactions from patents (1976-2016). The task is: Predict the reactants needed to synthesize the given product. Given the product [F:1][CH2:2][CH2:3][O:4][C:5]1[CH:6]=[C:7]([C:13]2[S:14][C:15]([CH3:23])=[C:16]([CH2:18][OH:19])[N:17]=2)[CH:8]=[CH:9][C:10]=1[O:11][CH3:12], predict the reactants needed to synthesize it. The reactants are: [F:1][CH2:2][CH2:3][O:4][C:5]1[CH:6]=[C:7]([C:13]2[S:14][C:15]([CH3:23])=[C:16]([C:18](OCC)=[O:19])[N:17]=2)[CH:8]=[CH:9][C:10]=1[O:11][CH3:12].[H-].C([Al+]CC(C)C)C(C)C.